From a dataset of Reaction yield outcomes from USPTO patents with 853,638 reactions. Predict the reaction yield, written as a fraction of the theoretical maximum amount of product (1.0 means a 100% yield; for example, 0.34 means a 34% yield). (1) The reactants are [CH3:1][O:2][C:3]1[N:8]=[C:7]([O:9][CH:10]([C:15]2[CH:16]=[N:17][CH:18]=[CH:19][CH:20]=2)[C:11]([F:14])([F:13])[F:12])[C:6]([N+:21]([O-])=O)=[CH:5][CH:4]=1.C(OCC)(=O)C. The catalyst is C(O)(=O)C.O.[Cl-].[Na+].O. The product is [CH3:1][O:2][C:3]1[N:8]=[C:7]([O:9][CH:10]([C:15]2[CH:16]=[N:17][CH:18]=[CH:19][CH:20]=2)[C:11]([F:12])([F:13])[F:14])[C:6]([NH2:21])=[CH:5][CH:4]=1. The yield is 0.410. (2) The reactants are [N:1]12[CH2:8][CH2:7][CH:4]([CH2:5][CH2:6]1)[C@H:3]([NH:9][C:10]([C:12]1[CH:13]=[CH:14][CH:15]=[C:16]3[O:20][C:19]([CH2:21][C:22]4[CH:27]=[CH:26][CH:25]=[CH:24][CH:23]=4)=[N:18][C:17]=13)=[O:11])[CH2:2]2.[ClH:28]. The catalyst is CO.C(OCC)C. The product is [ClH:28].[N:1]12[CH2:8][CH2:7][CH:4]([CH2:5][CH2:6]1)[C@H:3]([NH:9][C:10]([C:12]1[CH:13]=[CH:14][CH:15]=[C:16]3[O:20][C:19]([CH2:21][C:22]4[CH:27]=[CH:26][CH:25]=[CH:24][CH:23]=4)=[N:18][C:17]=13)=[O:11])[CH2:2]2. The yield is 0.780. (3) The reactants are [O:1]1[CH2:6][CH2:5][CH:4]([CH2:7][OH:8])[CH2:3][CH2:2]1.[Li]CCCC.[N+:14]([C:17]1[CH:24]=[CH:23][CH:22]=[C:21]([N+]([O-])=O)[C:18]=1[C:19]#[N:20])([O-:16])=[O:15]. The catalyst is C1COCC1.CCCCCC. The product is [N+:14]([C:17]1[CH:24]=[CH:23][CH:22]=[C:21]([O:8][CH2:7][CH:4]2[CH2:5][CH2:6][O:1][CH2:2][CH2:3]2)[C:18]=1[C:19]#[N:20])([O-:16])=[O:15]. The yield is 0.830. (4) The reactants are C([O:3][C:4](=[O:36])[CH2:5][C:6]1[S:10][C:9]([C:11]([C:14]2[C:19]([Cl:20])=[CH:18][C:17]([N:21]3[C:26](=[O:27])[NH:25][C:24](=[O:28])[CH:23]=[N:22]3)=[CH:16][C:15]=2[Cl:29])([CH3:13])[CH3:12])=[N:8][C:7]=1[C:30]1[CH:35]=[CH:34][CH:33]=[CH:32][CH:31]=1)C.[OH-].[Na+].Cl.CCOC(C)=O. The catalyst is CO.C1COCC1. The product is [Cl:20][C:19]1[CH:18]=[C:17]([N:21]2[C:26](=[O:27])[NH:25][C:24](=[O:28])[CH:23]=[N:22]2)[CH:16]=[C:15]([Cl:29])[C:14]=1[C:11]([C:9]1[S:10][C:6]([CH2:5][C:4]([OH:36])=[O:3])=[C:7]([C:30]2[CH:31]=[CH:32][CH:33]=[CH:34][CH:35]=2)[N:8]=1)([CH3:13])[CH3:12]. The yield is 0.790.